The task is: Predict the product of the given reaction.. This data is from Forward reaction prediction with 1.9M reactions from USPTO patents (1976-2016). (1) Given the reactants F[B-](F)(F)F.[CH3:6][C:7]1[C:8]([N+:17]([O-:19])=[O:18])=[C:9]([C:13](=[NH:16])OC)[CH:10]=[CH:11][CH:12]=1.Cl.C[O:22][C:23](=O)[CH2:24][CH2:25][NH2:26].C[O-].[Na+], predict the reaction product. The product is: [CH3:6][C:7]1[C:8]([N+:17]([O-:19])=[O:18])=[C:9]([C:13]2[NH:26][CH2:25][CH2:24][C:23](=[O:22])[N:16]=2)[CH:10]=[CH:11][CH:12]=1. (2) Given the reactants CO[C:3](=[O:18])[C:4]([C:8](=[O:17])[C:9]1[CH:14]=[CH:13][C:12]([CH3:15])=[C:11]([CH3:16])[CH:10]=1)=[CH:5]OC.[CH3:19][C:20]1[C:25]([NH2:26])=[CH:24][CH:23]=[C:22]([CH3:27])[N:21]=1.C1(OC2C=CC=CC=2)C=CC=CC=1, predict the reaction product. The product is: [CH3:16][C:11]1[CH:10]=[C:9]([CH:14]=[CH:13][C:12]=1[CH3:15])[C:8]([C:4]1[C:3](=[O:18])[C:24]2[C:25](=[C:20]([CH3:19])[N:21]=[C:22]([CH3:27])[CH:23]=2)[NH:26][CH:5]=1)=[O:17]. (3) The product is: [N+:11]([C:10]1[C:5]([CH:4]=[O:23])=[CH:6][C:7]([O:14][C:15]2[CH:20]=[CH:19][CH:18]=[CH:17][CH:16]=2)=[N:8][CH:9]=1)([O-:13])=[O:12]. Given the reactants CN(C)C=[CH:4][C:5]1[C:10]([N+:11]([O-:13])=[O:12])=[CH:9][N:8]=[C:7]([O:14][C:15]2[CH:20]=[CH:19][CH:18]=[CH:17][CH:16]=2)[CH:6]=1.I([O-])(=O)(=O)=[O:23].[Na+].CCOC(C)=O, predict the reaction product.